Dataset: Catalyst prediction with 721,799 reactions and 888 catalyst types from USPTO. Task: Predict which catalyst facilitates the given reaction. (1) Reactant: C([O:3][C:4](=O)[C:5]([F:13])([F:12])[C:6]1[CH:11]=[CH:10][CH:9]=[CH:8][CH:7]=1)C.[BH4-].[Na+]. Product: [F:12][C:5]([F:13])([C:6]1[CH:7]=[CH:8][CH:9]=[CH:10][CH:11]=1)[CH2:4][OH:3]. The catalyst class is: 8. (2) Reactant: F[C:2]1[N:7]2[CH:8]=[C:9]([CH2:11][N:12]3[C@H:25]4[C@H:16]([CH2:17][CH2:18][C:19]5[C:24]4=[N:23][CH:22]=[CH:21][CH:20]=5)[CH2:15][CH2:14][CH2:13]3)[N:10]=[C:6]2[CH:5]=[CH:4][CH:3]=1.[N:26]1([CH:31]2[CH2:36][CH2:35][NH:34][CH2:33][CH2:32]2)[CH2:30][CH2:29][CH2:28][CH2:27]1. Product: [N:26]1([CH:31]2[CH2:36][CH2:35][N:34]([C:2]3[N:7]4[CH:8]=[C:9]([CH2:11][N:12]5[C@H:25]6[C@H:16]([CH2:17][CH2:18][C:19]7[C:24]6=[N:23][CH:22]=[CH:21][CH:20]=7)[CH2:15][CH2:14][CH2:13]5)[N:10]=[C:6]4[CH:5]=[CH:4][CH:3]=3)[CH2:33][CH2:32]2)[CH2:30][CH2:29][CH2:28][CH2:27]1. The catalyst class is: 16. (3) Reactant: [C:1]1([CH3:21])[CH:6]=[C:5]([CH3:7])[CH:4]=[C:3]([CH3:8])[C:2]=1[NH:9][C:10]1[S:11][C:12]2[C:18]([NH2:19])=[CH:17][C:16]([CH3:20])=[CH:15][C:13]=2[N:14]=1.[CH:22](=O)[CH2:23][CH3:24].C(O[BH-](O[C:36](=O)[CH3:37])OC(=O)C)(=O)C.[Na+].[CH3:40]C(O)=O. Product: [C:1]1([CH3:21])[CH:6]=[C:5]([CH3:7])[CH:4]=[C:3]([CH3:8])[C:2]=1[NH:9][C:10]1[S:11][C:12]2[C:18]([N:19]([CH2:40][CH2:36][CH3:37])[CH2:22][CH2:23][CH3:24])=[CH:17][C:16]([CH3:20])=[CH:15][C:13]=2[N:14]=1. The catalyst class is: 4. (4) Reactant: [O:1]1[CH2:6][C:5](=O)[CH2:4][C:3](=[O:8])[CH2:2]1.[Br:9][C:10]1[CH:11]=[C:12]([CH:15]=[CH:16][C:17]=1[F:18])[CH:13]=O.[NH2:19][C:20]1[N:24]([CH3:25])[NH:23][C:22](=[O:26])[CH:21]=1. Product: [Br:9][C:10]1[CH:11]=[C:12]([CH:13]2[C:21]3[C:22](=[O:26])[NH:23][N:24]([CH3:25])[C:20]=3[NH:19][C:5]3[CH2:6][O:1][CH2:2][C:3](=[O:8])[C:4]2=3)[CH:15]=[CH:16][C:17]=1[F:18]. The catalyst class is: 8.